Dataset: Reaction yield outcomes from USPTO patents with 853,638 reactions. Task: Predict the reaction yield, written as a fraction of the theoretical maximum amount of product (1.0 means a 100% yield; for example, 0.34 means a 34% yield). (1) The reactants are [CH3:1][O:2][C:3]([C:5]1[O:9][C:8](Br)=[C:7]([Br:11])[CH:6]=1)=[O:4].[CH3:12][Zn]Cl. The catalyst is C1COCC1.Cl[Pd](Cl)([P](C1C=CC=CC=1)(C1C=CC=CC=1)C1C=CC=CC=1)[P](C1C=CC=CC=1)(C1C=CC=CC=1)C1C=CC=CC=1. The product is [CH3:1][O:2][C:3]([C:5]1[O:9][C:8]([CH3:12])=[C:7]([Br:11])[CH:6]=1)=[O:4]. The yield is 0.840. (2) The reactants are [CH:1]1[C:6]([CH:7]=[O:8])=[CH:5][C:4]2[O:9][CH2:10][O:11][C:3]=2[CH:2]=1.[CH2:12]1[O:20][C:19]2[C:14](=[CH:15][CH:16]=[C-:17][CH:18]=2)[O:13]1.[Mg+2].[Br-]. The catalyst is ClCCl. The product is [CH2:10]1[O:11][C:3]2[CH:2]=[CH:1][C:6]([CH:7]([C:17]3[CH:16]=[CH:15][C:14]4[O:13][CH2:12][O:20][C:19]=4[CH:18]=3)[OH:8])=[CH:5][C:4]=2[O:9]1. The yield is 0.870. (3) The yield is 0.640. The catalyst is CN(C=O)C. The product is [OH:45][C:41]1[CH:40]=[C:39]([CH3:46])[C:38]([C:36]2[N:37]=[C:33]([NH:32][C:2](=[O:10])[C:3]3[CH:4]=[CH:5][N:6]=[CH:7][CH:8]=3)[S:34][CH:35]=2)=[C:43]([CH3:44])[CH:42]=1. The reactants are Cl.[C:2]([OH:10])(=O)[C:3]1[CH:8]=[CH:7][N:6]=[CH:5][CH:4]=1.C(Cl)CCl.C1C=CC2N(O)N=NC=2C=1.CCN(CC)CC.[NH2:32][C:33]1[S:34][CH:35]=[C:36]([C:38]2[C:43]([CH3:44])=[CH:42][C:41]([OH:45])=[CH:40][C:39]=2[CH3:46])[N:37]=1. (4) The reactants are [F:1][C:2]1[CH:8]=[CH:7][C:5]([NH2:6])=[C:4]([O:9][CH3:10])[CH:3]=1.OS(O)(=O)=O.[N+:16]([O-])([O-:18])=[O:17].[K+].[NH4+].[OH-]. No catalyst specified. The product is [F:1][C:2]1[C:8]([N+:16]([O-:18])=[O:17])=[CH:7][C:5]([NH2:6])=[C:4]([O:9][CH3:10])[CH:3]=1. The yield is 0.770. (5) The reactants are [CH:1]1([C:5]2[N:6]=[C:7]([CH2:10][CH2:11][C:12]3[CH:34]=[CH:33][N:15]4[C:16](=[O:32])[C:17](/[CH:27]=[CH:28]/[C:29]([OH:31])=[O:30])=[C:18]([N:20]5[CH2:25][CH2:24]C[CH:22]([OH:26])[CH2:21]5)[N:19]=[C:14]4[CH:13]=3)[S:8][CH:9]=2)[CH2:4]CC1.C(C1N=C(CCC2C=CN3C(=O)C(/C=C/C(OC(C)(C)C)=O)=C(N4CCOCC4)N=C3C=2)SC=1)C. No catalyst specified. The product is [CH2:1]([C:5]1[N:6]=[C:7]([CH2:10][CH2:11][C:12]2[CH:34]=[CH:33][N:15]3[C:16](=[O:32])[C:17](/[CH:27]=[CH:28]/[C:29]([OH:31])=[O:30])=[C:18]([N:20]4[CH2:21][CH2:22][O:26][CH2:24][CH2:25]4)[N:19]=[C:14]3[CH:13]=2)[S:8][CH:9]=1)[CH3:4]. The yield is 0.730. (6) The reactants are [Cl:1][C:2]1[C:7]([C:8](Cl)=[N:9][OH:10])=[C:6]([Cl:12])[N:5]=[CH:4][N:3]=1.[C:13]([Si:15]([CH3:18])([CH3:17])[CH3:16])#[CH:14].C(N(CC)CC)C. The catalyst is C1COCC1. The product is [Cl:1][C:2]1[C:7]([C:8]2[CH:14]=[C:13]([Si:15]([CH3:18])([CH3:17])[CH3:16])[O:10][N:9]=2)=[C:6]([Cl:12])[N:5]=[CH:4][N:3]=1. The yield is 0.720. (7) The reactants are [NH2:1][CH:2]([CH2:6][O:7][C:8]([CH3:11])([CH3:10])[CH3:9])[C:3]([NH2:5])=[O:4].[S:12](Cl)(Cl)=O.O. The catalyst is ClCCl.C(N(CC)CC)C. The product is [C:8]([O:7][CH2:6][C:2]1[C:3]([OH:4])=[N:5][S:12][N:1]=1)([CH3:11])([CH3:10])[CH3:9]. The yield is 0.210. (8) The reactants are [CH2:1]1[C:10](=O)[CH2:9][C:8]2[C:3](=[CH:4][CH:5]=[CH:6][CH:7]=2)[CH2:2]1.[C-]#N.[Na+].[C:15](=[O:18])([O-])[O-].[NH4+:19].[NH4+:20].[CH2:21]([OH:23])C. The catalyst is O. The product is [CH2:9]1[C:8]2[C:3](=[CH:4][CH:5]=[CH:6][CH:7]=2)[CH2:2][CH2:1][C:10]21[C:21](=[O:23])[NH:20][C:15](=[O:18])[NH:19]2. The yield is 0.980. (9) The reactants are [S:1]1[C:5]2[CH:6]=[CH:7][CH:8]=[CH:9][C:4]=2[N:3]=[C:2]1[NH:10]C(=O)OC(C)(C)C.Br[CH2:19][C:20]([O:22][CH2:23][CH3:24])=[O:21].C(=O)([O-])[O-].[K+].[K+]. The catalyst is CN(C)C=O. The product is [NH:10]=[C:2]1[N:3]([CH2:19][C:20]([O:22][CH2:23][CH3:24])=[O:21])[C:4]2[CH:9]=[CH:8][CH:7]=[CH:6][C:5]=2[S:1]1. The yield is 0.350. (10) The reactants are C(N(CC)CC)C.C(O)=O.ClC1C=CC=CC=1.[C:18]([NH:21][CH:22]([C:28](=[O:44])[CH2:29][CH2:30][CH2:31][CH2:32][CH2:33][CH2:34][CH2:35][CH2:36][CH2:37][CH2:38][CH2:39][CH2:40][CH2:41][CH2:42][CH3:43])[C:23]([O:25][CH2:26][CH3:27])=[O:24])(=[O:20])[CH3:19]. The catalyst is O. The product is [C:18]([NH:21][C@H:22]([C@H:28]([OH:44])[CH2:29][CH2:30][CH2:31][CH2:32][CH2:33][CH2:34][CH2:35][CH2:36][CH2:37][CH2:38][CH2:39][CH2:40][CH2:41][CH2:42][CH3:43])[C:23]([O:25][CH2:26][CH3:27])=[O:24])(=[O:20])[CH3:19]. The yield is 0.960.